This data is from Reaction yield outcomes from USPTO patents with 853,638 reactions. The task is: Predict the reaction yield, written as a fraction of the theoretical maximum amount of product (1.0 means a 100% yield; for example, 0.34 means a 34% yield). (1) The reactants are [C:1]1([NH:7][C:8](=[O:17])[CH2:9][CH:10]([CH2:15]O)[CH2:11][CH2:12][CH2:13][CH3:14])[CH:6]=[CH:5][CH:4]=[CH:3][CH:2]=1.C1(P(C2C=CC=CC=2)C2C=CC=CC=2)C=CC=CC=1.N(C(OCC)=O)=NC(OCC)=O. No catalyst specified. The product is [CH2:11]([CH:10]1[CH2:15][N:7]([C:1]2[CH:6]=[CH:5][CH:4]=[CH:3][CH:2]=2)[C:8](=[O:17])[CH2:9]1)[CH2:12][CH2:13][CH3:14]. The yield is 0.720. (2) The product is [S:1]([N:11]1[C:19]2[N:18]=[CH:17][C:16]3[N:15]([C:22]([NH2:24])=[CH:21][N:20]=3)[C:14]=2[CH:13]=[CH:12]1)([C:4]1[CH:10]=[CH:9][C:7]([CH3:8])=[CH:6][CH:5]=1)(=[O:3])=[O:2]. The catalyst is C(Cl)Cl.CO. The yield is 0.430. The reactants are [S:1]([N:11]1[C:19]2[C:14](=[N:15][C:16]([NH:20][CH2:21][C:22]([NH2:24])=O)=[CH:17][N:18]=2)[CH:13]=[CH:12]1)([C:4]1[CH:10]=[CH:9][C:7]([CH3:8])=[CH:6][CH:5]=1)(=[O:3])=[O:2].O=P(Cl)(Cl)Cl. (3) The product is [CH:1]1([C:4]2[N:8]([C:9]3[N:17]=[C:16]4[C:12]([N:13]=[C:14]([C:19]([N:32]5[CH2:37][CH2:36][CH:35]([C:38]([OH:41])([CH3:40])[CH3:39])[CH2:34][CH2:33]5)=[O:21])[N:15]4[CH3:18])=[C:11]([N:22]4[CH2:27][CH2:26][O:25][CH2:24][CH2:23]4)[N:10]=3)[C:7]3[CH:28]=[CH:29][CH:30]=[CH:31][C:6]=3[N:5]=2)[CH2:3][CH2:2]1. The reactants are [CH:1]1([C:4]2[N:8]([C:9]3[N:17]=[C:16]4[C:12]([N:13]=[C:14]([C:19]([OH:21])=O)[N:15]4[CH3:18])=[C:11]([N:22]4[CH2:27][CH2:26][O:25][CH2:24][CH2:23]4)[N:10]=3)[C:7]3[CH:28]=[CH:29][CH:30]=[CH:31][C:6]=3[N:5]=2)[CH2:3][CH2:2]1.[NH:32]1[CH2:37][CH2:36][CH:35]([C:38]([OH:41])([CH3:40])[CH3:39])[CH2:34][CH2:33]1.CN(C(ON1N=NC2C=CC=NC1=2)=[N+](C)C)C.F[P-](F)(F)(F)(F)F.CCN(C(C)C)C(C)C. The catalyst is C(Cl)Cl. The yield is 0.530. (4) The reactants are [Cl:1][C:2]1[C:3]([C:23]2[N:27]([CH3:28])[C:26]([CH3:29])=[N:25][CH:24]=2)=[N:4][C:5]([NH:8][C:9]2[CH:14]=[CH:13][C:12]([S:15](=[O:22])(=[O:21])[NH:16]C(C)(C)C)=[CH:11][CH:10]=2)=[N:6][CH:7]=1.FC(F)(F)C(O)=O.C1(OC)C=CC=CC=1. The catalyst is O. The product is [Cl:1][C:2]1[C:3]([C:23]2[N:27]([CH3:28])[C:26]([CH3:29])=[N:25][CH:24]=2)=[N:4][C:5]([NH:8][C:9]2[CH:14]=[CH:13][C:12]([S:15](=[O:21])(=[O:22])[NH2:16])=[CH:11][CH:10]=2)=[N:6][CH:7]=1. The yield is 0.860. (5) The reactants are [Cl:1][C:2]1[CH:3]=[C:4]([C:33]2[CH:38]=[CH:37][C:36]([C:39]([OH:41])=O)=[CH:35][CH:34]=2)[CH:5]=[C:6]([Cl:32])[C:7]=1[CH2:8][C@@H:9]1[CH2:13][CH2:12][N:11]([N:14]2[CH2:19][CH2:18][CH:17]([O:20][Si:21]([CH:28]([CH3:30])[CH3:29])([CH:25]([CH3:27])[CH3:26])[CH:22]([CH3:24])[CH3:23])[CH2:16][CH2:15]2)[C:10]1=[O:31].C(N1C=CN=C1)(N1C=CN=C1)=O.[NH:54]1[CH2:59][CH2:58][O:57][CH2:56][CH2:55]1.C(OCC)(=O)C. The catalyst is C(Cl)Cl. The product is [Cl:32][C:6]1[CH:5]=[C:4]([C:33]2[CH:34]=[CH:35][C:36]([C:39]([N:54]3[CH2:59][CH2:58][O:57][CH2:56][CH2:55]3)=[O:41])=[CH:37][CH:38]=2)[CH:3]=[C:2]([Cl:1])[C:7]=1[CH2:8][C@@H:9]1[CH2:13][CH2:12][N:11]([N:14]2[CH2:15][CH2:16][CH:17]([O:20][Si:21]([CH:25]([CH3:26])[CH3:27])([CH:22]([CH3:24])[CH3:23])[CH:28]([CH3:29])[CH3:30])[CH2:18][CH2:19]2)[C:10]1=[O:31]. The yield is 0.900. (6) The reactants are [CH2:1]([Mg]Br)[CH3:2].[Br:5][C:6]1[CH:13]=[CH:12][C:9]([CH:10]=[O:11])=[CH:8][CH:7]=1. The catalyst is O1CCCC1. The product is [Br:5][C:6]1[CH:13]=[CH:12][C:9]([CH:10]([OH:11])[CH2:1][CH3:2])=[CH:8][CH:7]=1. The yield is 0.880. (7) The reactants are [NH2:1][C:2]1[C:11]2[C:6](=[C:7](Br)[CH:8]=[CH:9][CH:10]=2)[N:5]=[N:4][C:3]=1[C:13]([NH:15][CH2:16][CH2:17][CH3:18])=[O:14].[F:19][C:20]1[CH:21]=[C:22](B(O)O)[CH:23]=[CH:24][C:25]=1[O:26][CH3:27]. No catalyst specified. The product is [NH2:1][C:2]1[C:11]2[C:6](=[C:7]([C:22]3[CH:23]=[CH:24][C:25]([O:26][CH3:27])=[C:20]([F:19])[CH:21]=3)[CH:8]=[CH:9][CH:10]=2)[N:5]=[N:4][C:3]=1[C:13]([NH:15][CH2:16][CH2:17][CH3:18])=[O:14]. The yield is 0.780. (8) The reactants are [Br:1][C:2]1[CH:10]=[CH:9][C:5]([C:6]([OH:8])=O)=[CH:4][CH:3]=1.S(Cl)(Cl)=O.[CH3:15][CH:16]([NH2:18])[CH3:17]. The catalyst is C(Cl)Cl. The product is [Br:1][C:2]1[CH:3]=[CH:4][C:5]([C:6]([NH:18][CH:16]([CH3:17])[CH3:15])=[O:8])=[CH:9][CH:10]=1. The yield is 0.930.